Dataset: Full USPTO retrosynthesis dataset with 1.9M reactions from patents (1976-2016). Task: Predict the reactants needed to synthesize the given product. (1) Given the product [CH2:1]([N:8]1[C:16]2[C:11](=[CH:12][C:13]([O:17][CH2:18][CH2:19][NH:50][CH3:49])=[CH:14][CH:15]=2)[C:10]([S:31]([C:34]2[C:43]3[C:38](=[CH:39][CH:40]=[CH:41][CH:42]=3)[CH:37]=[CH:36][CH:35]=2)(=[O:33])=[O:32])=[N:9]1)[C:2]1[CH:3]=[CH:4][CH:5]=[CH:6][CH:7]=1, predict the reactants needed to synthesize it. The reactants are: [CH2:1]([N:8]1[C:16]2[C:11](=[CH:12][C:13]([O:17][CH2:18][CH2:19]OS(C3C=CC(C)=CC=3)(=O)=O)=[CH:14][CH:15]=2)[C:10]([S:31]([C:34]2[C:43]3[C:38](=[CH:39][CH:40]=[CH:41][CH:42]=3)[CH:37]=[CH:36][CH:35]=2)(=[O:33])=[O:32])=[N:9]1)[C:2]1[CH:7]=[CH:6][CH:5]=[CH:4][CH:3]=1.C1COCC1.[CH3:49][NH2:50]. (2) Given the product [F:3][C:4]1[CH:5]=[C:6]([CH:7]=[CH:8][C:9]=1[O:10][C:11]1[CH:16]=[CH:15][C:14]([F:17])=[C:13]([C:18]([F:19])([F:20])[F:21])[CH:12]=1)[CH2:22][O:23][C:25]1[CH:26]=[C:27]2[NH:34][CH2:33][CH2:32][N:28]2[C:29](=[O:31])[N:30]=1, predict the reactants needed to synthesize it. The reactants are: [H-].[Na+].[F:3][C:4]1[CH:5]=[C:6]([CH2:22][OH:23])[CH:7]=[CH:8][C:9]=1[O:10][C:11]1[CH:16]=[CH:15][C:14]([F:17])=[C:13]([C:18]([F:21])([F:20])[F:19])[CH:12]=1.Cl[C:25]1[CH:26]=[C:27]2[N:34](C(OC(C)(C)C)=O)[CH2:33][CH2:32][N:28]2[C:29](=[O:31])[N:30]=1.